This data is from Forward reaction prediction with 1.9M reactions from USPTO patents (1976-2016). The task is: Predict the product of the given reaction. (1) Given the reactants [Cl:1][C:2]1[CH:17]=[CH:16][C:5]([CH2:6][C:7]2[CH2:11][CH2:10][C:9]([CH3:13])([CH3:12])[C:8]=2[CH:14]=[O:15])=[CH:4][CH:3]=1.[BH4-].[Na+].[BH4-].C1(C)C=CC=CC=1, predict the reaction product. The product is: [Cl:1][C:2]1[CH:3]=[CH:4][C:5]([CH2:6][C:7]2[CH2:11][CH2:10][C:9]([CH3:13])([CH3:12])[C:8]=2[CH2:14][OH:15])=[CH:16][CH:17]=1. (2) Given the reactants [F:1][C:2]1[CH:3]=[C:4]([CH2:11][C:12](O)=[O:13])[CH:5]=[CH:6][C:7]=1[N+:8]([O-:10])=[O:9].B.CSC, predict the reaction product. The product is: [F:1][C:2]1[CH:3]=[C:4]([CH2:11][CH2:12][OH:13])[CH:5]=[CH:6][C:7]=1[N+:8]([O-:10])=[O:9]. (3) Given the reactants Cl.[NH2:2][CH2:3][C:4]1[CH:5]=[C:6](B(O)O)[CH:7]=[CH:8][CH:9]=1.Br[C:14]1[S:18][C:17]([CH2:19][N:20]2[CH2:25][CH2:24][N:23]([C:26]([O-:28])=[O:27])[C@@H:22]([CH3:29])[CH2:21]2)=[CH:16][CH:15]=1.C([O-])([O-])=O.[K+].[K+], predict the reaction product. The product is: [NH2:2][CH2:3][C:4]1[CH:5]=[C:6]([C:14]2[S:18][C:17]([CH2:19][N:20]3[CH2:25][CH2:24][N:23]([C:26]([O:28][C:4]([CH3:5])([CH3:9])[CH3:3])=[O:27])[C@@H:22]([CH3:29])[CH2:21]3)=[CH:16][CH:15]=2)[CH:7]=[CH:8][CH:9]=1. (4) Given the reactants C([O:3][C:4]([CH:6]1[CH:11]2[CH:7]1[CH2:8][CH2:9][CH2:10]2)=[O:5])C.[OH-].[Na+], predict the reaction product. The product is: [CH:7]12[CH:6]([C:4]([OH:5])=[O:3])[CH:11]1[CH2:10][CH2:9][CH2:8]2. (5) Given the reactants [F:1][C:2]1[C:10]([CH3:11])=[CH:9][CH:8]=[CH:7][C:3]=1[C:4](O)=[O:5].Cl.[CH3:13][NH:14][O:15][CH3:16].C(Cl)(=O)C(Cl)=O, predict the reaction product. The product is: [F:1][C:2]1[C:10]([CH3:11])=[CH:9][CH:8]=[CH:7][C:3]=1[C:4]([N:14]([O:15][CH3:16])[CH3:13])=[O:5]. (6) Given the reactants C[O:2][C:3]([CH:5]1[CH2:9][C:8](=[O:10])[N:7]([C:11]2[CH:16]=[CH:15][C:14]([O:17][CH2:18][C:19]3[CH:24]=[CH:23][CH:22]=[C:21]([F:25])[CH:20]=3)=[CH:13][CH:12]=2)[CH2:6]1)=[O:4].[OH-].[Na+].Cl, predict the reaction product. The product is: [F:25][C:21]1[CH:20]=[C:19]([CH:24]=[CH:23][CH:22]=1)[CH2:18][O:17][C:14]1[CH:13]=[CH:12][C:11]([N:7]2[C:8](=[O:10])[CH2:9][CH:5]([C:3]([OH:4])=[O:2])[CH2:6]2)=[CH:16][CH:15]=1. (7) Given the reactants [Br:1][C:2]1[CH:3]=[CH:4][C:5]([Cl:21])=[C:6]([CH:20]=1)[C:7]([NH:9][CH:10]([CH3:19])[CH:11](O)[C:12]1[CH:17]=[CH:16][CH:15]=[CH:14][CH:13]=1)=O.O=P12OP3(OP(OP(O3)(O1)=O)(=O)O2)=O, predict the reaction product. The product is: [Br:1][C:2]1[CH:3]=[CH:4][C:5]([Cl:21])=[C:6]([C:7]2[C:17]3[C:12](=[CH:13][CH:14]=[CH:15][CH:16]=3)[CH:11]=[C:10]([CH3:19])[N:9]=2)[CH:20]=1.